Dataset: Forward reaction prediction with 1.9M reactions from USPTO patents (1976-2016). Task: Predict the product of the given reaction. (1) Given the reactants [C:1]([O:5][C:6]([NH:8][CH2:9][CH2:10][CH2:11][C@H:12]([NH:17][C:18]([C:20]1[CH:25]=[CH:24][C:23]([CH:26]([C:33]2[CH:38]=[CH:37][CH:36]=[CH:35][CH:34]=2)[C:27]2[CH:32]=[CH:31][CH:30]=[CH:29][CH:28]=2)=[CH:22][CH:21]=1)=[O:19])[C:13]([O:15]C)=[O:14])=[O:7])([CH3:4])([CH3:3])[CH3:2].C1COCC1.[OH-].[Na+], predict the reaction product. The product is: [C:1]([O:5][C:6]([NH:8][CH2:9][CH2:10][CH2:11][C@H:12]([NH:17][C:18]([C:20]1[CH:21]=[CH:22][C:23]([CH:26]([C:27]2[CH:28]=[CH:29][CH:30]=[CH:31][CH:32]=2)[C:33]2[CH:38]=[CH:37][CH:36]=[CH:35][CH:34]=2)=[CH:24][CH:25]=1)=[O:19])[C:13]([OH:15])=[O:14])=[O:7])([CH3:4])([CH3:2])[CH3:3]. (2) The product is: [CH3:44][CH:39]([C:32]1[CH:33]=[C:34]2[C:29](=[CH:30][CH:31]=1)[CH:28]=[C:27](/[CH:47]=[CH:48]/[C:7]1[C:16]([S:17][CH3:18])=[CH:15][C:14]3[C:9](=[CH:10][CH:11]=[CH:12][CH:13]=3)[CH:8]=1)[C:36]([S:37][CH3:38])=[CH:35]2)[CH2:40][CH2:41][CH2:42][CH3:43]. Given the reactants FC(F)(F)S(O[C:7]1[C:16]([S:17][CH3:18])=[CH:15][C:14]2[C:9](=[CH:10][CH:11]=[CH:12][CH:13]=2)[CH:8]=1)(=O)=O.FC(F)(F)S(O[C:27]1[C:36]([S:37][CH3:38])=[CH:35][C:34]2[C:29](=[CH:30][CH:31]=[C:32]([CH:39]([CH3:44])[CH2:40][CH2:41][CH2:42][CH3:43])[CH:33]=2)[CH:28]=1)(=O)=O.[CH2:47]([Sn](CCCC)(CCCC)/C=C/[Sn](CCCC)(CCCC)CCCC)[CH2:48]CC, predict the reaction product. (3) Given the reactants [CH3:1][O:2][C:3](=[O:29])[C:4]1[CH:9]=[CH:8][CH:7]=[C:6]([CH2:10][N:11]([C:22]2[CH:27]=[CH:26][CH:25]=[CH:24][C:23]=2I)[C:12](=[O:21])[C:13]#[C:14][C:15]2[CH:20]=[CH:19][CH:18]=[CH:17][CH:16]=2)[CH:5]=1.[Br-].[CH3:31][CH:32]([CH3:36])[CH2:33][CH2:34][Zn+], predict the reaction product. The product is: [CH3:1][O:2][C:3](=[O:29])[C:4]1[CH:9]=[CH:8][CH:7]=[C:6]([CH2:10][N:11]2[C:22]3[C:27](=[CH:26][CH:25]=[CH:24][CH:23]=3)/[C:13](=[C:14](/[C:15]3[CH:20]=[CH:19][CH:18]=[CH:17][CH:16]=3)\[CH2:34][CH2:33][CH:32]([CH3:36])[CH3:31])/[C:12]2=[O:21])[CH:5]=1. (4) Given the reactants [OH:1][C@H:2]([CH3:6])[C:3]([NH2:5])=[O:4].[H-].[Na+].[O:9]1[C:13]2[CH:14]=[CH:15][CH:16]=[CH:17][C:12]=2[CH:11]=[C:10]1[C:18]1[N:22]2[N:23]=[C:24](Cl)[CH:25]=[CH:26][C:21]2=[N:20][CH:19]=1, predict the reaction product. The product is: [O:9]1[C:13]2[CH:14]=[CH:15][CH:16]=[CH:17][C:12]=2[CH:11]=[C:10]1[C:18]1[N:22]2[N:23]=[C:24]([NH:5][C:3](=[O:4])[C@H:2]([OH:1])[CH3:6])[CH:25]=[CH:26][C:21]2=[N:20][CH:19]=1. (5) Given the reactants C1(NC(=O)[C:6]2[CH:11]=[CH:10][C:9]([CH3:12])=[C:8]([C:13]3[CH:14]=[C:15]4[C:20](=[CH:21][CH:22]=3)[N:19]=[C:18]([NH:23][C:24](C)(C)CNC(C)C)[N:17]=[CH:16]4)[CH:7]=2)CC1.[NH:33]=[C:34]=N.C1CCC(N=C=NC2CCCCC2)CC1.[C:51]1([NH2:58])[C:52]([NH2:57])=[CH:53][CH:54]=[CH:55][CH:56]=1, predict the reaction product. The product is: [NH:57]1[C:52]2[CH:53]=[CH:54][CH:55]=[CH:56][C:51]=2[N:58]=[C:34]1[NH:33][C:6]1[CH:11]=[CH:10][C:9]([CH3:12])=[C:8]([C:13]2[CH:14]=[C:15]3[C:20](=[CH:21][CH:22]=2)[N:19]=[C:18]([NH:23][CH3:24])[N:17]=[CH:16]3)[CH:7]=1.